From a dataset of Reaction yield outcomes from USPTO patents with 853,638 reactions. Predict the reaction yield, written as a fraction of the theoretical maximum amount of product (1.0 means a 100% yield; for example, 0.34 means a 34% yield). (1) The reactants are [F:1][C:2]1[CH:3]=[C:4]([N:16]2[CH2:21][CH2:20][O:19][CH2:18][CH2:17]2)[CH:5]=[CH:6][C:7]=1[CH2:8][N:9]1[CH2:14][CH2:13][NH:12][C@H:11]([CH3:15])[CH2:10]1.[C:22](=O)([O:31]N1C(=O)CCC1=O)[O:23][N:24]1[C:28](=[O:29])[CH2:27][CH2:26][C:25]1=[O:30].C(N(CC)CC)C. The catalyst is CC#N. The product is [F:1][C:2]1[CH:3]=[C:4]([N:16]2[CH2:21][CH2:20][O:19][CH2:18][CH2:17]2)[CH:5]=[CH:6][C:7]=1[CH2:8][N:9]1[CH2:14][CH2:13][N:12]([C:22]([O:23][N:24]2[C:28](=[O:29])[CH2:27][CH2:26][C:25]2=[O:30])=[O:31])[C@H:11]([CH3:15])[CH2:10]1. The yield is 0.650. (2) The reactants are [CH3:1][C:2]1[CH:3]=[C:4]([S:15](Cl)(=[O:17])=[O:16])[CH:5]=[CH:6][C:7]=1[NH:8][C:9](=[O:14])[C:10]([F:13])([F:12])[F:11].[NH2:19][C:20]1[S:21][CH:22]=[CH:23][N:24]=1. The catalyst is N1C=CC=CC=1. The product is [F:11][C:10]([F:13])([F:12])[C:9]([NH:8][C:7]1[CH:6]=[CH:5][C:4]([S:15](=[O:17])(=[O:16])[NH:19][C:20]2[S:21][CH:22]=[CH:23][N:24]=2)=[CH:3][C:2]=1[CH3:1])=[O:14]. The yield is 0.760.